From a dataset of Reaction yield outcomes from USPTO patents with 853,638 reactions. Predict the reaction yield, written as a fraction of the theoretical maximum amount of product (1.0 means a 100% yield; for example, 0.34 means a 34% yield). The reactants are [Cl:1][C:2]1[CH:3]=[C:4]([NH:9][C:10]([NH:12][C:13](=[O:18])[C:14]([F:17])([F:16])[F:15])=[S:11])[CH:5]=[C:6]([Cl:8])[CH:7]=1.I[CH2:20]I.C(N(CC)CC)C. The catalyst is CC(C)=O. The product is [Cl:1][C:2]1[CH:3]=[C:4]([N:9]2[CH2:20][S:11]/[C:10]/2=[N:12]\[C:13](=[O:18])[C:14]([F:15])([F:16])[F:17])[CH:5]=[C:6]([Cl:8])[CH:7]=1. The yield is 0.130.